This data is from Reaction yield outcomes from USPTO patents with 853,638 reactions. The task is: Predict the reaction yield, written as a fraction of the theoretical maximum amount of product (1.0 means a 100% yield; for example, 0.34 means a 34% yield). The reactants are Br[C:2]1[CH:3]=[C:4]2[C:9](=[CH:10][CH:11]=1)[S:8][CH2:7][CH2:6][C@@:5]12[C:16]([F:18])([F:17])[CH2:15][O:14][C:13]([NH2:19])=[N:12]1.[Cl:20][C:21]1[CH:22]=[C:23](B(O)O)[CH:24]=[N:25][CH:26]=1. No catalyst specified. The product is [Cl:20][C:21]1[CH:22]=[C:23]([C:2]2[CH:3]=[C:4]3[C:9](=[CH:10][CH:11]=2)[S:8][CH2:7][CH2:6][C@@:5]23[C:16]([F:18])([F:17])[CH2:15][O:14][C:13]([NH2:19])=[N:12]2)[CH:24]=[N:25][CH:26]=1. The yield is 0.700.